This data is from NCI-60 drug combinations with 297,098 pairs across 59 cell lines. The task is: Regression. Given two drug SMILES strings and cell line genomic features, predict the synergy score measuring deviation from expected non-interaction effect. (1) Drug 1: CC1=C(C=C(C=C1)NC2=NC=CC(=N2)N(C)C3=CC4=NN(C(=C4C=C3)C)C)S(=O)(=O)N.Cl. Cell line: SW-620. Synergy scores: CSS=6.27, Synergy_ZIP=2.32, Synergy_Bliss=3.15, Synergy_Loewe=-26.5, Synergy_HSA=-6.58. Drug 2: CC1=C(C(=CC=C1)Cl)NC(=O)C2=CN=C(S2)NC3=CC(=NC(=N3)C)N4CCN(CC4)CCO. (2) Drug 1: CC1=C(C(=CC=C1)Cl)NC(=O)C2=CN=C(S2)NC3=CC(=NC(=N3)C)N4CCN(CC4)CCO. Drug 2: CCN(CC)CCNC(=O)C1=C(NC(=C1C)C=C2C3=C(C=CC(=C3)F)NC2=O)C. Cell line: SK-MEL-28. Synergy scores: CSS=-6.84, Synergy_ZIP=9.93, Synergy_Bliss=10.2, Synergy_Loewe=-9.80, Synergy_HSA=-10.4. (3) Drug 1: COC1=C(C=C2C(=C1)N=CN=C2NC3=CC(=C(C=C3)F)Cl)OCCCN4CCOCC4. Drug 2: CC(C)(C#N)C1=CC(=CC(=C1)CN2C=NC=N2)C(C)(C)C#N. Cell line: IGROV1. Synergy scores: CSS=39.6, Synergy_ZIP=-1.62, Synergy_Bliss=-3.33, Synergy_Loewe=-6.28, Synergy_HSA=-2.55.